This data is from Reaction yield outcomes from USPTO patents with 853,638 reactions. The task is: Predict the reaction yield, written as a fraction of the theoretical maximum amount of product (1.0 means a 100% yield; for example, 0.34 means a 34% yield). (1) The reactants are [F:1][C:2]1[CH:8]=[CH:7][C:6]([F:9])=[CH:5][C:3]=1[NH2:4].[F:10][C:11]([F:24])([O:15][C:16]1[CH:17]=[C:18]([CH:21]=[CH:22][CH:23]=1)[CH:19]=O)[CH:12]([F:14])[F:13]. The catalyst is C1CCCCC1. The product is [F:1][C:2]1[CH:8]=[CH:7][C:6]([F:9])=[CH:5][C:3]=1[NH:4][CH2:19][C:18]1[CH:21]=[CH:22][CH:23]=[C:16]([O:15][C:11]([F:10])([F:24])[CH:12]([F:13])[F:14])[CH:17]=1. The yield is 0.860. (2) The reactants are [CH2:1]([Li])CCC.[S:6]1[CH:10]=[CH:9][N:8]=[C:7]1[C:11]1([OH:21])[CH2:20][CH2:19][C:14]2([O:18][CH2:17][CH2:16][O:15]2)[CH2:13][CH2:12]1.CI.O. The catalyst is C1COCC1.CCOC(C)=O. The product is [CH3:1][C:10]1[S:6][C:7]([C:11]2([OH:21])[CH2:12][CH2:13][C:14]3([O:18][CH2:17][CH2:16][O:15]3)[CH2:19][CH2:20]2)=[N:8][CH:9]=1. The yield is 0.710. (3) The reactants are [CH2:1]1[O:11][C:4]2([CH2:9][CH2:8][C:7](=[O:10])[CH2:6][CH2:5]2)[O:3][CH2:2]1.C[Si](C)(C)[C:14]([F:17])([F:16])[F:15].[F-].C([N+](CCCC)(CCCC)CCCC)CCC.[Cl-].[NH4+]. The catalyst is C1COCC1. The product is [F:15][C:14]([F:17])([F:16])[C:7]1([OH:10])[CH2:6][CH2:5][C:4]2([O:3][CH2:2][CH2:1][O:11]2)[CH2:9][CH2:8]1. The yield is 0.970. (4) The reactants are [NH2:1][CH:2]1[CH2:7][CH2:6][N:5]([C:8]([O:10][C:11]([CH3:14])([CH3:13])[CH3:12])=[O:9])[CH2:4][CH2:3]1.C(N(CC)CC)C.ClC(Cl)(Cl)[C:24]([C:26]1[N:30]2[CH:31]=[CH:32][CH:33]=[CH:34][C:29]2=[N:28][CH:27]=1)=[O:25]. The catalyst is C(#N)C. The product is [N:28]1[CH:27]=[C:26]([C:24]([NH:1][CH:2]2[CH2:3][CH2:4][N:5]([C:8]([O:10][C:11]([CH3:14])([CH3:13])[CH3:12])=[O:9])[CH2:6][CH2:7]2)=[O:25])[N:30]2[CH:31]=[CH:32][CH:33]=[CH:34][C:29]=12. The yield is 0.860. (5) The reactants are [C:1]([C@@H:9]1[CH2:14][CH2:13][CH2:12][C@H:11]([C:15]([OH:17])=O)[CH2:10]1)(=[O:8])[C:2]1[CH:7]=[CH:6][CH:5]=[CH:4][CH:3]=1.[NH2:18][C@@H:19]([CH2:31][CH:32]1[CH2:37][CH2:36][CH2:35][CH2:34][CH2:33]1)[CH2:20][NH:21][C:22](=[O:30])[O:23][CH2:24][CH2:25][Si:26]([CH3:29])([CH3:28])[CH3:27].[CH:38](N(C(C)C)CC)(C)C.F[P-](F)(F)(F)(F)F.N1(OC(N(C)C)=[N+](C)C)C2N=CC=CC=2N=N1. The catalyst is C(Cl)Cl.CCOCC.CN(C=O)C. The product is [C:1]([CH:9]1[CH2:14][CH2:13][CH2:12][CH:11]([C:15]([NH:18][C@@H:19]([CH2:31][CH:32]2[CH2:33][CH2:34][CH2:35][CH2:36][CH2:37]2)[CH2:20][N:21]([CH3:38])[C:22](=[O:30])[O:23][CH2:24][CH2:25][Si:26]([CH3:28])([CH3:29])[CH3:27])=[O:17])[CH2:10]1)(=[O:8])[C:2]1[CH:3]=[CH:4][CH:5]=[CH:6][CH:7]=1. The yield is 0.910. (6) The reactants are [NH2:1][C:2]1[CH:7]=[CH:6][C:5]([C:8]2[CH:13]=[CH:12][C:11]([C:14]([C@H:16]3[CH2:21][CH2:20][CH2:19][CH2:18][C@H:17]3[C:22]([O:24]C)=[O:23])=[O:15])=[CH:10][CH:9]=2)=[CH:4][CH:3]=1.Cl[C:27]1[S:28][C:29]2[CH:35]=[C:34]([Cl:36])[CH:33]=[CH:32][C:30]=2[N:31]=1.[OH-].[Na+]. The catalyst is C(O)CCC. The product is [Cl:36][C:34]1[CH:33]=[CH:32][C:30]2[N:31]=[C:27]([NH:1][C:2]3[CH:3]=[CH:4][C:5]([C:8]4[CH:13]=[CH:12][C:11]([C:14]([C@@H:16]5[CH2:21][CH2:20][CH2:19][CH2:18][C@H:17]5[C:22]([OH:24])=[O:23])=[O:15])=[CH:10][CH:9]=4)=[CH:6][CH:7]=3)[S:28][C:29]=2[CH:35]=1. The yield is 0.150. (7) The reactants are [CH3:1][NH:2][C:3]1(NC)[CH:8]=[CH:7][C:6]([S:9]([NH:12][C:13]2[CH:14]=[CH:15][CH:16]=[C:17]3[C:22]=2[N:21]=[CH:20][CH:19]=[CH:18]3)(=[O:11])=[O:10])=[C:5]([N+:23]([O-])=O)[CH2:4]1.Cl[Sn]Cl.Cl.[CH3:32]CO. No catalyst specified. The product is [NH2:23][C:5]1[CH:4]=[C:3]([N:2]([CH3:32])[CH3:1])[CH:8]=[CH:7][C:6]=1[S:9]([NH:12][C:13]1[CH:14]=[CH:15][CH:16]=[C:17]2[C:22]=1[N:21]=[CH:20][CH:19]=[CH:18]2)(=[O:10])=[O:11]. The yield is 0.740.